Dataset: Peptide-MHC class I binding affinity with 185,985 pairs from IEDB/IMGT. Task: Regression. Given a peptide amino acid sequence and an MHC pseudo amino acid sequence, predict their binding affinity value. This is MHC class I binding data. (1) The peptide sequence is KRIRLKHIF. The MHC is SLA-30401 with pseudo-sequence YDEMYKENAGSTFVNNLYLSYSDYTRAAMSYAWY. The binding affinity (normalized) is 0.695. (2) The peptide sequence is STPPLVRLVFN. The MHC is Mamu-B03 with pseudo-sequence Mamu-B03. The binding affinity (normalized) is 0.